Dataset: Forward reaction prediction with 1.9M reactions from USPTO patents (1976-2016). Task: Predict the product of the given reaction. (1) Given the reactants [CH3:1][O:2][C:3]1[C:4]([NH:16][C:17]([NH:19][C:20]2[CH:25]=[N:24][C:23]([CH3:26])=[CH:22][N:21]=2)=[O:18])=[CH:5][C:6]([C:12]([F:15])([F:14])[F:13])=[C:7]([CH:11]=1)[C:8](O)=[O:9].CN(C(ON1N=NC2C=CC=CC1=2)=[N+](C)C)C.F[P-](F)(F)(F)(F)F.[NH2:51][CH2:52][CH2:53][C:54]1[CH:59]=[CH:58][CH:57]=[CH:56][N:55]=1.CCN(C(C)C)C(C)C, predict the reaction product. The product is: [CH3:1][O:2][C:3]1[C:4]([NH:16][C:17]([NH:19][C:20]2[CH:25]=[N:24][C:23]([CH3:26])=[CH:22][N:21]=2)=[O:18])=[CH:5][C:6]([C:12]([F:15])([F:13])[F:14])=[C:7]([CH:11]=1)[C:8]([NH:51][CH2:52][CH2:53][C:54]1[CH:59]=[CH:58][CH:57]=[CH:56][N:55]=1)=[O:9]. (2) Given the reactants [F:1][C:2]1[CH:3]=[C:4]([C:8]2[C:17]([C:18]#N)=[CH:16][C:15]3[C:10](=[CH:11][CH:12]=[CH:13][N:14]=3)[N:9]=2)[CH:5]=[CH:6][CH:7]=1.ClCCl.[H-].C([Al+]CC(C)C)C(C)C.Cl.C([O-])(=[O:36])C.[K+], predict the reaction product. The product is: [F:1][C:2]1[CH:3]=[C:4]([C:8]2[C:17]([CH:18]=[O:36])=[CH:16][C:15]3[C:10](=[CH:11][CH:12]=[CH:13][N:14]=3)[N:9]=2)[CH:5]=[CH:6][CH:7]=1.